From a dataset of Forward reaction prediction with 1.9M reactions from USPTO patents (1976-2016). Predict the product of the given reaction. (1) Given the reactants [Cl:1][C:2]1[CH:3]=[C:4]([C:10]2[C:11]([CH:17]=[O:18])=[CH:12][C:13]([OH:16])=[CH:14][CH:15]=2)[CH:5]=[CH:6][C:7]=1[O:8][CH3:9].N1C=CC=CC=1.[S:25](O[S:25]([C:28]([F:31])([F:30])[F:29])(=[O:27])=[O:26])([C:28]([F:31])([F:30])[F:29])(=[O:27])=[O:26], predict the reaction product. The product is: [F:29][C:28]([F:31])([F:30])[S:25]([O:16][C:13]1[CH:14]=[CH:15][C:10]([C:4]2[CH:5]=[CH:6][C:7]([O:8][CH3:9])=[C:2]([Cl:1])[CH:3]=2)=[C:11]([CH:17]=[O:18])[CH:12]=1)(=[O:27])=[O:26]. (2) Given the reactants [CH3:1][O:2][C:3]([NH:5][C@@H:6]([CH:52]([CH3:54])[CH3:53])[C:7]([N:9]1[CH2:13][CH2:12][CH2:11][C@H:10]1[C:14]1[NH:15][C:16]([C:19]2[CH:24]=[CH:23][C:22]([C:25]3[CH:30]=[CH:29][C:28]([C:31]4[CH:32]=[CH:33][C:34]5[N:38]=[C:37]([C@@H:39]6[CH2:43][CH2:42][CH2:41][N:40]6C(OC(C)(C)C)=O)[NH:36][C:35]=5[CH:51]=4)=[CH:27][CH:26]=3)=[CH:21][CH:20]=2)=[CH:17][N:18]=1)=[O:8])=[O:4].Cl.[CH3:56][O:57][C:58]([NH:60][C@H:61]([C:65]1[CH:70]=[CH:69][CH:68]=[CH:67][CH:66]=1)[C:62](O)=[O:63])=[O:59].CCOC(C(C#N)=NOC(N1CCOCC1)=[N+](C)C)=O.F[P-](F)(F)(F)(F)F.C(N(C(C)C)CC)(C)C, predict the reaction product. The product is: [CH3:56][O:57][C:58]([NH:60][C@H:61]([C:65]1[CH:70]=[CH:69][CH:68]=[CH:67][CH:66]=1)[C:62]([N:40]1[CH2:41][CH2:42][CH2:43][C@H:39]1[C:37]1[NH:36][C:35]2[CH:51]=[C:31]([C:28]3[CH:29]=[CH:30][C:25]([C:22]4[CH:23]=[CH:24][C:19]([C:16]5[NH:15][C:14]([C@@H:10]6[CH2:11][CH2:12][CH2:13][N:9]6[C:7](=[O:8])[C@@H:6]([NH:5][C:3](=[O:4])[O:2][CH3:1])[CH:52]([CH3:54])[CH3:53])=[N:18][CH:17]=5)=[CH:20][CH:21]=4)=[CH:26][CH:27]=3)[CH:32]=[CH:33][C:34]=2[N:38]=1)=[O:63])=[O:59].